Dataset: Catalyst prediction with 721,799 reactions and 888 catalyst types from USPTO. Task: Predict which catalyst facilitates the given reaction. (1) Reactant: [Cl:1][C:2]1[CH:7]=[CH:6][C:5]([NH:8][C:9](=[O:15])[O:10][C:11]([CH3:14])([CH3:13])[CH3:12])=[C:4]([N+:16]([O-:18])=[O:17])[CH:3]=1.[H-].[Na+].CC1C=CC(S(O[CH2:32][CH2:33][CH2:34][S:35]([CH3:38])(=[O:37])=[O:36])(=O)=O)=CC=1.O. Product: [Cl:1][C:2]1[CH:7]=[CH:6][C:5]([N:8]([CH2:32][CH2:33][CH2:34][S:35]([CH3:38])(=[O:37])=[O:36])[C:9](=[O:15])[O:10][C:11]([CH3:14])([CH3:13])[CH3:12])=[C:4]([N+:16]([O-:18])=[O:17])[CH:3]=1. The catalyst class is: 3. (2) Product: [Br:1][C:2]1[N:7]=[C:6]([N:8]2[CH2:14][C:13]([OH:15])([CH3:23])[CH2:12][N:11]([C:16]([O:18][C:19]([CH3:22])([CH3:21])[CH3:20])=[O:17])[CH2:10][CH2:9]2)[CH:5]=[CH:4][CH:3]=1. Reactant: [Br:1][C:2]1[N:7]=[C:6]([N:8]2[CH2:14][C:13](=[O:15])[CH2:12][N:11]([C:16]([O:18][C:19]([CH3:22])([CH3:21])[CH3:20])=[O:17])[CH2:10][CH2:9]2)[CH:5]=[CH:4][CH:3]=1.[CH3:23][Mg+].[Br-]. The catalyst class is: 1.